Dataset: Forward reaction prediction with 1.9M reactions from USPTO patents (1976-2016). Task: Predict the product of the given reaction. (1) Given the reactants [Cl:1][C:2]1[CH:7]=[CH:6][C:5]([NH:8][CH3:9])=[C:4]([S:10][C:11]2[CH:16]=[CH:15][CH:14]=[CH:13][C:12]=2[Cl:17])[CH:3]=1.[F:18][C:19]([F:36])([F:35])[C:20]1[CH:21]=[C:22]([CH:30]([CH3:34])[C:31]([OH:33])=O)[CH:23]=[C:24]([C:26]([F:29])([F:28])[F:27])[CH:25]=1.C1(N=C=NC2CCCCC2)CCCCC1, predict the reaction product. The product is: [F:27][C:26]([F:29])([F:28])[C:24]1[CH:23]=[C:22]([CH:30]([CH3:34])[C:31]([N:8]([C:5]2[CH:6]=[CH:7][C:2]([Cl:1])=[CH:3][C:4]=2[S:10][C:11]2[CH:16]=[CH:15][CH:14]=[CH:13][C:12]=2[Cl:17])[CH3:9])=[O:33])[CH:21]=[C:20]([C:19]([F:18])([F:35])[F:36])[CH:25]=1. (2) Given the reactants [C:1]([O:5][C:6](=[O:11])[NH:7][CH2:8][CH2:9]I)([CH3:4])([CH3:3])[CH3:2].[I-].[CH2:13]([O:20][C:21]1[CH:26]=[C:25](I)[CH:24]=[CH:23][C:22]=1[N:28]1[S:32](=[O:34])(=[O:33])[N:31]([CH2:35][CH2:36][Si:37]([CH3:40])([CH3:39])[CH3:38])[C:30](=[O:41])[CH2:29]1)[C:14]1[CH:19]=[CH:18][CH:17]=[CH:16][CH:15]=1, predict the reaction product. The product is: [C:1]([O:5][C:6](=[O:11])[NH:7][CH2:8][CH2:9][C:25]1[CH:24]=[CH:23][C:22]([N:28]2[CH2:29][C:30](=[O:41])[N:31]([CH2:35][CH2:36][Si:37]([CH3:40])([CH3:39])[CH3:38])[S:32]2(=[O:34])=[O:33])=[C:21]([O:20][CH2:13][C:14]2[CH:19]=[CH:18][CH:17]=[CH:16][CH:15]=2)[CH:26]=1)([CH3:4])([CH3:3])[CH3:2]. (3) Given the reactants [Cl:1][C:2]1[N:7]=[CH:6][C:5]2[CH2:8][C:9](=[O:11])[NH:10][C:4]=2[CH:3]=1.[CH:12](NC(C)C)(C)[CH3:13].[Li]CCCC.C(Br)CBr, predict the reaction product. The product is: [Cl:1][C:2]1[N:7]=[CH:6][C:5]2[C:8]3([C:9](=[O:11])[NH:10][C:4]=2[CH:3]=1)[CH2:13][CH2:12]3. (4) Given the reactants [F:1][C:2]1[CH:9]=[CH:8][C:5]([C:6]#[N:7])=[CH:4][C:3]=1[O:10][CH3:11].[H][H], predict the reaction product. The product is: [F:1][C:2]1[CH:9]=[CH:8][C:5]([CH2:6][NH2:7])=[CH:4][C:3]=1[O:10][CH3:11]. (5) Given the reactants [Br:1][C:2]1[CH:3]=[C:4]([CH:12]=[CH:13][C:14]=1I)[C:5]([NH:7][S:8]([CH3:11])(=[O:10])=[O:9])=[O:6].[Cl:16][C:17]1[C:18]([F:32])=[N:19][CH:20]=[C:21](B2OC(C)(C)C(C)(C)O2)[CH:22]=1.C([O-])([O-])=O.[Na+].[Na+], predict the reaction product. The product is: [Br:1][C:2]1[CH:3]=[C:4]([CH:12]=[CH:13][C:14]=1[C:21]1[CH:20]=[N:19][C:18]([F:32])=[C:17]([Cl:16])[CH:22]=1)[C:5]([NH:7][S:8]([CH3:11])(=[O:10])=[O:9])=[O:6]. (6) Given the reactants [F:1][C:2]1[CH:3]=[C:4]([CH:19]=[CH:20][C:21]=1[O:22][CH3:23])[C:5]([C:7]1[C:16](=[O:17])[C:15]2[C:10](=[CH:11][CH:12]=[C:13]([CH3:18])[N:14]=2)[NH:9][CH:8]=1)=[O:6].[Br:24][C:25]1[CH:26]=[C:27]([CH:30]=[CH:31][CH:32]=1)[CH2:28]Br, predict the reaction product. The product is: [Br:24][C:25]1[CH:26]=[C:27]([CH:30]=[CH:31][CH:32]=1)[CH2:28][N:9]1[C:10]2[C:15](=[N:14][C:13]([CH3:18])=[CH:12][CH:11]=2)[C:16](=[O:17])[C:7]([C:5](=[O:6])[C:4]2[CH:19]=[CH:20][C:21]([O:22][CH3:23])=[C:2]([F:1])[CH:3]=2)=[CH:8]1. (7) Given the reactants C[C:2]([C:8]1[CH:24]=[CH:23][C:11]([CH2:12][NH:13][S:14]([C:17]2[CH:22]=[CH:21][N:20]=[CH:19][CH:18]=2)(=[O:16])=[O:15])=CC=1)(C)[CH2:3][CH2:4]CC.[C:25]([O:29][C:30]([N:32]([CH2:41][C:42]([O:44][C:45]([CH3:48])([CH3:47])[CH3:46])=[O:43])[C:33]1[CH:38]=[CH:37][CH:36]=[C:35](CO)[N:34]=1)=[O:31])([CH3:28])([CH3:27])[CH3:26].[CH2:58](P([CH2:58][CH2:59][CH2:60][CH3:61])[CH2:58][CH2:59][CH2:60][CH3:61])[CH2:59][CH2:60][CH3:61].[CH3:62]N(C)C(N=NC(N(C)C)=O)=O.O1CC[CH2:76][CH2:75]1, predict the reaction product. The product is: [C:25]([O:29][C:30]([N:32]([CH2:41][C:42]([O:44][C:45]([CH3:48])([CH3:46])[CH3:47])=[O:43])[C:33]1[CH:38]=[CH:37][CH:36]=[C:35]([CH:12]([CH2:11][C:23]2[CH:4]=[CH:3][C:2]([C:60]([CH3:61])([CH3:62])[CH2:59][CH2:58][CH2:75][CH3:76])=[CH:8][CH:24]=2)[NH:13][S:14]([C:17]2[CH:18]=[CH:19][N:20]=[CH:21][CH:22]=2)(=[O:15])=[O:16])[N:34]=1)=[O:31])([CH3:28])([CH3:26])[CH3:27].